Dataset: Forward reaction prediction with 1.9M reactions from USPTO patents (1976-2016). Task: Predict the product of the given reaction. (1) The product is: [CH2:21]([O:23][C:24](=[O:34])[CH2:25][N:26]([CH2:27][C:28]1[CH:33]=[CH:32][CH:31]=[CH:30][CH:29]=1)[S:9]([C:4]1[CH:5]=[CH:6][CH:7]=[CH:8][C:3]=1[C:2]([F:14])([F:13])[F:1])(=[O:11])=[O:10])[CH3:22]. Given the reactants [F:1][C:2]([F:14])([F:13])[C:3]1[CH:8]=[CH:7][CH:6]=[CH:5][C:4]=1[S:9](Cl)(=[O:11])=[O:10].N1C=CC=CC=1.[CH2:21]([O:23][C:24](=[O:34])[CH2:25][NH:26][CH2:27][C:28]1[CH:33]=[CH:32][CH:31]=[CH:30][CH:29]=1)[CH3:22], predict the reaction product. (2) Given the reactants [Br:1][C:2]1([C:5]2[S:6][CH:7]=[C:8]([CH2:10][CH2:11]CC)[N:9]=2)[CH2:4][CH2:3]1.BrCC(=O)CCCC, predict the reaction product. The product is: [Br:1][C:2]1([C:5]2[S:6][CH:7]=[C:8]([CH2:10][CH3:11])[N:9]=2)[CH2:3][CH2:4]1. (3) Given the reactants [NH2:1][C:2]1[C:7]([C:8]([C:10]2[C:15]([O:16][CH3:17])=[CH:14][C:13]([F:18])=[C:12]([F:19])[C:11]=2[F:20])=[O:9])=[CH:6][N:5]=[C:4](S(CC)=O)[N:3]=1.FC(F)(F)C(O)=O.[CH3:32][S:33]([N:36]1[CH2:41][CH2:40][CH:39]([NH2:42])[CH2:38][CH2:37]1)(=[O:35])=[O:34], predict the reaction product. The product is: [NH2:1][C:2]1[C:7]([C:8]([C:10]2[C:15]([O:16][CH3:17])=[CH:14][C:13]([F:18])=[C:12]([F:19])[C:11]=2[F:20])=[O:9])=[CH:6][N:5]=[C:4]([NH:42][CH:39]2[CH2:40][CH2:41][N:36]([S:33]([CH3:32])(=[O:35])=[O:34])[CH2:37][CH2:38]2)[N:3]=1. (4) Given the reactants [Cl:1][C:2]1[C:3](Cl)=[N:4][CH:5]=[C:6]([CH:10]=1)[C:7]([OH:9])=O.[C:12](#[N:16])[CH:13]([CH3:15])[CH3:14].C[Si](C)(C)[N-][Si](C)(C)C.[K+].B.C1COCC1.C([O-])([O-])=O.[K+].[K+], predict the reaction product. The product is: [Cl:1][C:2]1[C:3]([C:13]([CH3:15])([CH3:14])[C:12]#[N:16])=[N:4][CH:5]=[C:6]([CH2:7][OH:9])[CH:10]=1. (5) Given the reactants Cl.[Cl:2][C:3]1[C:4]([C:15]([F:18])([F:17])[F:16])=[C:5]([N:9]2[CH2:14][CH2:13][NH:12][CH2:11][CH2:10]2)[CH:6]=[CH:7][CH:8]=1.[OH-].[K+].C(N(CC)CC)C.[C:28]([O:31][CH2:32][CH2:33][CH2:34][CH2:35]Br)(=[O:30])[CH3:29], predict the reaction product. The product is: [Cl:2][C:3]1[C:4]([C:15]([F:16])([F:17])[F:18])=[C:5]([N:9]2[CH2:14][CH2:13][N:12]([CH2:35][CH2:34][CH2:33][CH2:32][O:31][C:28](=[O:30])[CH3:29])[CH2:11][CH2:10]2)[CH:6]=[CH:7][CH:8]=1.